Dataset: Full USPTO retrosynthesis dataset with 1.9M reactions from patents (1976-2016). Task: Predict the reactants needed to synthesize the given product. (1) Given the product [CH3:23][O:22][C:16]1[CH:15]=[C:14]2[C:19]([CH:20]=[CH:21][C:12]([O:11][CH2:10][CH2:9][O:8][C:4]3[CH:5]=[N:6][CH:7]=[C:2]([N:40]4[CH2:45][CH2:44][NH:43][CH2:42][CH2:41]4)[N:3]=3)=[CH:13]2)=[CH:18][CH:17]=1.[CH3:24][O:25][C:26]1[CH:35]=[C:34]2[C:29]([CH:30]=[CH:31][C:32]([O:36][CH2:37][CH2:38][OH:39])=[CH:33]2)=[CH:28][CH:27]=1, predict the reactants needed to synthesize it. The reactants are: Cl[C:2]1[CH:7]=[N:6][CH:5]=[C:4]([O:8][CH2:9][CH2:10][O:11][C:12]2[CH:21]=[CH:20][C:19]3[C:14](=[CH:15][C:16]([O:22][CH3:23])=[CH:17][CH:18]=3)[CH:13]=2)[N:3]=1.[CH3:24][O:25][C:26]1[CH:35]=[C:34]2[C:29]([CH:30]=[CH:31][C:32]([O:36][CH2:37][CH2:38][OH:39])=[CH:33]2)=[CH:28][CH:27]=1.[NH:40]1[CH2:45][CH2:44][NH:43][CH2:42][CH2:41]1.C([O-])([O-])=O.[K+].[K+].COC1C=C2C(C=CC(O)=C2)=CC=1.C1(=O)OCCO1. (2) Given the product [Br:1][CH2:2][C:3]1[CH:10]=[CH:9][C:8]([F:11])=[CH:7][C:4]=1[CH2:5][NH:13][C:12](=[O:19])[O:14][C:15]([CH3:18])([CH3:17])[CH3:16], predict the reactants needed to synthesize it. The reactants are: [Br:1][CH2:2][C:3]1[CH:10]=[CH:9][C:8]([F:11])=[CH:7][C:4]=1[CH:5]=O.[C:12](=[O:19])([O:14][C:15]([CH3:18])([CH3:17])[CH3:16])[NH2:13].FC(F)(F)C(O)=O.C([SiH](CC)CC)C. (3) Given the product [F:22][C:18]1[C:3]2[O:4][CH2:5][C@H:6]([NH:10][C:11](=[O:12])[O:13][C:14]([CH3:17])([CH3:16])[CH3:15])[C:7](=[O:8])[NH:1][C:2]=2[CH:21]=[CH:20][CH:19]=1, predict the reactants needed to synthesize it. The reactants are: [NH2:1][C:2]1[CH:21]=[CH:20][CH:19]=[C:18]([F:22])[C:3]=1[O:4][CH2:5][C@H:6]([NH:10][C:11]([O:13][C:14]([CH3:17])([CH3:16])[CH3:15])=[O:12])[C:7](O)=[O:8].CCN=C=NCCCN(C)C.